From a dataset of Forward reaction prediction with 1.9M reactions from USPTO patents (1976-2016). Predict the product of the given reaction. (1) Given the reactants [Br:1][C:2]1[CH:3]=[C:4]([C:9]23[CH2:16][CH:15]([OH:17])[CH2:14][CH:13]2[CH2:12][O:11][N:10]3CC2C=CC(OC)=CC=2OC)[CH:5]=[CH:6][C:7]=1[F:8].C([SiH](CC)CC)C, predict the reaction product. The product is: [Br:1][C:2]1[CH:3]=[C:4]([C:9]23[CH2:16][CH:15]([OH:17])[CH2:14][CH:13]2[CH2:12][O:11][NH:10]3)[CH:5]=[CH:6][C:7]=1[F:8]. (2) Given the reactants [CH2:1]([S:4]([N:7]([C:14]1[CH:19]=[C:18]([F:20])[C:17]([F:21])=[C:16]([C:22]([C:24]2[CH:25]=[C:26]3[C:31](=[CH:32][CH:33]=2)[N:30]=[CH:29][N:28]=[CH:27]3)=[O:23])[C:15]=1[F:34])S(CCC)(=O)=O)(=[O:6])=[O:5])[CH2:2][CH3:3].[OH-].[Na+], predict the reaction product. The product is: [F:34][C:15]1[C:16]([C:22]([C:24]2[CH:25]=[C:26]3[C:31](=[CH:32][CH:33]=2)[N:30]=[CH:29][N:28]=[CH:27]3)=[O:23])=[C:17]([F:21])[C:18]([F:20])=[CH:19][C:14]=1[NH:7][S:4]([CH2:1][CH2:2][CH3:3])(=[O:6])=[O:5]. (3) Given the reactants Cl.Cl.[CH3:3][O:4][C:5]1[CH:29]=[CH:28][CH:27]=[CH:26][C:6]=1[O:7][C:8]1[CH:25]=[CH:24][CH:23]=[CH:22][C:9]=1[CH2:10][N:11]1[CH2:16][CH2:15][C:14]2([CH2:21][CH2:20][NH:19][CH2:18][CH2:17]2)[CH2:13][CH2:12]1.[C:30](O)(=[O:38])[C:31]1[CH:36]=[CH:35][N+:34]([O-:37])=[CH:33][CH:32]=1.CN(C(ON1N=NC2C=CC=NC1=2)=[N+](C)C)C.F[P-](F)(F)(F)(F)F.C(N(CC)CC)C, predict the reaction product. The product is: [CH3:3][O:4][C:5]1[CH:29]=[CH:28][CH:27]=[CH:26][C:6]=1[O:7][C:8]1[CH:25]=[CH:24][CH:23]=[CH:22][C:9]=1[CH2:10][N:11]1[CH2:12][CH2:13][C:14]2([CH2:17][CH2:18][N:19]([C:30](=[O:38])[C:31]3[CH:36]=[CH:35][N+:34]([O-:37])=[CH:33][CH:32]=3)[CH2:20][CH2:21]2)[CH2:15][CH2:16]1. (4) Given the reactants [CH3:1][CH:2]1[NH:7][CH:6]([CH3:8])[CH2:5][N:4]([C:9]([C:11]2([C:17]3[CH:22]=[CH:21][CH:20]=[CH:19][CH:18]=3)[CH2:16][CH2:15][NH:14][CH2:13][CH2:12]2)=[O:10])[CH2:3]1.[C:23]1([CH:29]([C:34]2[CH:39]=[CH:38][CH:37]=[CH:36][CH:35]=2)[CH2:30][C:31](O)=[O:32])[CH:28]=[CH:27][CH:26]=[CH:25][CH:24]=1.C(Cl)CCl, predict the reaction product. The product is: [CH3:8][CH:6]1[NH:7][CH:2]([CH3:1])[CH2:3][N:4]([C:9]([C:11]2([C:17]3[CH:18]=[CH:19][CH:20]=[CH:21][CH:22]=3)[CH2:12][CH2:13][N:14]([C:31](=[O:32])[CH2:30][CH:29]([C:23]3[CH:28]=[CH:27][CH:26]=[CH:25][CH:24]=3)[C:34]3[CH:39]=[CH:38][CH:37]=[CH:36][CH:35]=3)[CH2:15][CH2:16]2)=[O:10])[CH2:5]1. (5) Given the reactants ClC1C=CC(C2C(C3C=CN=C(N[C:20]4[CH:25]=[CH:24][CH:23]=[C:22]([O:26][CH2:27][CH:28]5[CH2:33][CH2:32][N:31]([CH3:34])[CH2:30][CH2:29]5)[CH:21]=4)N=3)=CNN=2)=CC=1.[CH3:35][C:36]([O:39][C:40]([NH:42]C1C=CC(O)=CC=1)=[O:41])([CH3:38])[CH3:37], predict the reaction product. The product is: [C:36]([O:39][C:40](=[O:41])[NH:42][C:25]1[CH:20]=[CH:21][C:22]([O:26][CH2:27][CH:28]2[CH2:29][CH2:30][N:31]([CH3:34])[CH2:32][CH2:33]2)=[CH:23][CH:24]=1)([CH3:38])([CH3:37])[CH3:35]. (6) Given the reactants NC(=NO)[C:3]1[CH:18]=[CH:17][C:6]([CH2:7][O:8][CH2:9][C:10]([O:12][C:13]([CH3:16])([CH3:15])[CH3:14])=[O:11])=[CH:5][CH:4]=1.[C:21](C1C=C(C=CC=1)CO)#[N:22], predict the reaction product. The product is: [C:21]([C:18]1[CH:17]=[C:6]([CH:5]=[CH:4][CH:3]=1)[CH2:7][O:8][CH2:9][C:10]([O:12][C:13]([CH3:14])([CH3:15])[CH3:16])=[O:11])#[N:22]. (7) Given the reactants [Cl:1][C:2]1[CH:3]=[C:4]([CH:18]=[CH:19][C:20]=1[Cl:21])[O:5][CH2:6][C:7]1[N:8]=[CH:9][CH:10]=[C:11]2[C:15]([CH3:16])=[C:14]([CH3:17])[NH:13][C:12]=12.[CH3:22][O:23][CH2:24][CH2:25]Br, predict the reaction product. The product is: [ClH:1].[Cl:1][C:2]1[CH:3]=[C:4]([CH:18]=[CH:19][C:20]=1[Cl:21])[O:5][CH2:6][C:7]1[N:8]=[CH:9][CH:10]=[C:11]2[C:15]([CH3:16])=[C:14]([CH3:17])[N:13]([CH2:25][CH2:24][O:23][CH3:22])[C:12]=12. (8) Given the reactants [CH3:1][O:2][C:3](=[O:26])[CH2:4][C:5]1[CH:10]=[CH:9][C:8]([O:11][CH3:12])=[C:7]([O:13][C:14]2[CH:19]=[CH:18][C:17]([C:20]([F:23])([F:22])[F:21])=[CH:16][C:15]=2[CH2:24]Br)[CH:6]=1.[CH3:27][C@@H:28]1[C@H:32]([C:33]2[CH:38]=[CH:37][CH:36]=[CH:35][CH:34]=2)[O:31][C:30](=[O:39])[NH:29]1, predict the reaction product. The product is: [CH3:1][O:2][C:3](=[O:26])[CH2:4][C:5]1[CH:10]=[CH:9][C:8]([O:11][CH3:12])=[C:7]([O:13][C:14]2[CH:19]=[CH:18][C:17]([C:20]([F:23])([F:22])[F:21])=[CH:16][C:15]=2[CH2:24][N:29]2[C@H:28]([CH3:27])[C@H:32]([C:33]3[CH:38]=[CH:37][CH:36]=[CH:35][CH:34]=3)[O:31][C:30]2=[O:39])[CH:6]=1.